Predict which catalyst facilitates the given reaction. From a dataset of Catalyst prediction with 721,799 reactions and 888 catalyst types from USPTO. (1) Reactant: [Cl:1][C:2]1[CH:3]=[C:4]([CH3:29])[C:5]2[N:10]=[C:9]([C:11]3[N:15]([C:16]4[C:21]([Cl:22])=[CH:20][CH:19]=[CH:18][N:17]=4)[N:14]=[C:13]([C:23]([F:26])([F:25])[F:24])[CH:12]=3)[O:8][C:7](=[O:27])[C:6]=2[CH:28]=1.[CH3:30][NH:31][NH2:32].O1CCCC1.O. Product: [Cl:1][C:2]1[CH:3]=[C:4]([CH3:29])[C:5]([NH:10][C:9]([C:11]2[N:15]([C:16]3[C:21]([Cl:22])=[CH:20][CH:19]=[CH:18][N:17]=3)[N:14]=[C:13]([C:23]([F:26])([F:24])[F:25])[CH:12]=2)=[O:8])=[C:6]([C:7]([N:31]([CH3:30])[NH2:32])=[O:27])[CH:28]=1. The catalyst class is: 13. (2) Reactant: [NH2:1][CH2:2][CH2:3][CH2:4][CH2:5][CH2:6][C:7]([OH:9])=[O:8].C(=O)([O-])[O-].[Na+].[Na+].C(N1[C:25](=[O:26])[C:24]2=[CH:27][CH:28]=[CH:29][CH:30]=[C:23]2[C:22]1=[O:31])(OCC)=O. Product: [C:22]1(=[O:31])[N:1]([CH2:2][CH2:3][CH2:4][CH2:5][CH2:6][C:7]([OH:9])=[O:8])[C:25](=[O:26])[C:24]2=[CH:27][CH:28]=[CH:29][CH:30]=[C:23]12. The catalyst class is: 6.